Task: Predict the reaction yield, written as a fraction of the theoretical maximum amount of product (1.0 means a 100% yield; for example, 0.34 means a 34% yield).. Dataset: Reaction yield outcomes from USPTO patents with 853,638 reactions The reactants are [CH:1]1[CH:2]=[CH:3][C:4]2[O:10][C:8](=[O:9])[NH:7][C:5]=2[CH:6]=1.[Br:11]N1C(=O)CCC1=O.O. The catalyst is C(O)(=O)C. The product is [Br:11][C:2]1[CH:1]=[CH:6][C:5]2[NH:7][C:8](=[O:9])[O:10][C:4]=2[CH:3]=1. The yield is 0.790.